This data is from Catalyst prediction with 721,799 reactions and 888 catalyst types from USPTO. The task is: Predict which catalyst facilitates the given reaction. Reactant: [Cl:1][C:2]1[CH:7]=[C:6]([O:8][C:9]([F:12])([F:11])[F:10])[CH:5]=[CH:4][C:3]=1[OH:13].C(N(C(C)C)C(C)C)C.[F:23][C:24]([F:37])([F:36])[S:25](O[S:25]([C:24]([F:37])([F:36])[F:23])(=[O:27])=[O:26])(=[O:27])=[O:26]. Product: [Cl:1][C:2]1[CH:7]=[C:6]([O:8][C:9]([F:11])([F:12])[F:10])[CH:5]=[CH:4][C:3]=1[O:13][S:25]([C:24]([F:37])([F:36])[F:23])(=[O:27])=[O:26]. The catalyst class is: 4.